Predict the product of the given reaction. From a dataset of Forward reaction prediction with 1.9M reactions from USPTO patents (1976-2016). (1) Given the reactants [Cl-].[Cl-].[NH3+:3][C:4]1([C:7]([NH:9][CH2:10][C:11]2[C:16]([Cl:17])=[CH:15][C:14]([C:18]3[CH:23]=[CH:22][CH:21]=[C:20]([F:24])[C:19]=3[C:25]3[N:26]=[N:27][N:28]([CH3:30])[N:29]=3)=[CH:13][NH+:12]=2)=[O:8])[CH2:6][CH2:5]1.C(N(CC)CC)C.[F:38][C:39]([F:50])([F:49])[C:40](O[C:40](=[O:41])[C:39]([F:50])([F:49])[F:38])=[O:41], predict the reaction product. The product is: [Cl:17][C:16]1[C:11]([CH2:10][NH:9][C:7]([C:4]2([NH:3][C:40](=[O:41])[C:39]([F:50])([F:49])[F:38])[CH2:5][CH2:6]2)=[O:8])=[N:12][CH:13]=[C:14]([C:18]2[CH:23]=[CH:22][CH:21]=[C:20]([F:24])[C:19]=2[C:25]2[N:26]=[N:27][N:28]([CH3:30])[N:29]=2)[CH:15]=1. (2) Given the reactants [CH2:1]([C:3]1[N:7]([CH3:8])[N:6]([C:9]2[CH:14]=[CH:13][C:12]([F:15])=[CH:11][CH:10]=2)[C:5](=[O:16])[C:4]=1[C:17]([OH:19])=O)[CH3:2].O1CCCC1.C(Cl)(=O)C(Cl)=O.[NH2:31][C:32]1[CH:53]=[CH:52][C:35]([O:36][C:37]2[CH:38]=[CH:39][C:40]3[N:41]([CH:43]=[C:44]([NH:46][C:47]([CH:49]4[CH2:51][CH2:50]4)=[O:48])[N:45]=3)[CH:42]=2)=[C:34]([F:54])[CH:33]=1, predict the reaction product. The product is: [CH:49]1([C:47]([NH:46][C:44]2[N:45]=[C:40]3[CH:39]=[CH:38][C:37]([O:36][C:35]4[CH:52]=[CH:53][C:32]([NH:31][C:17]([C:4]5[C:5](=[O:16])[N:6]([C:9]6[CH:10]=[CH:11][C:12]([F:15])=[CH:13][CH:14]=6)[N:7]([CH3:8])[C:3]=5[CH2:1][CH3:2])=[O:19])=[CH:33][C:34]=4[F:54])=[CH:42][N:41]3[CH:43]=2)=[O:48])[CH2:50][CH2:51]1. (3) The product is: [CH:1]1([CH:4]([C:10]2[CH:15]=[CH:14][CH:13]=[C:12]([O:16][CH2:17][C:18]3[CH:23]=[CH:22][C:21]([C:24]4[CH:29]=[C:28]([O:30][CH3:31])[CH:27]=[CH:26][C:25]=4[F:32])=[C:20]([O:33][CH2:34][CH:35]([CH3:37])[CH3:36])[N:19]=3)[CH:11]=2)[CH2:5][C:6]([OH:8])=[O:7])[CH2:2][CH2:3]1. Given the reactants [CH:1]1([CH:4]([C:10]2[CH:15]=[CH:14][CH:13]=[C:12]([O:16][CH2:17][C:18]3[CH:23]=[CH:22][C:21]([C:24]4[CH:29]=[C:28]([O:30][CH3:31])[CH:27]=[CH:26][C:25]=4[F:32])=[C:20]([O:33][CH2:34][CH:35]([CH3:37])[CH3:36])[N:19]=3)[CH:11]=2)[CH2:5][C:6]([O:8]C)=[O:7])[CH2:3][CH2:2]1.[OH-].[Na+].Cl, predict the reaction product. (4) Given the reactants [CH:1]([N:4]1[C:8]2[C:9]3[CH:10]=[CH:11][CH:12]=[CH:13][C:14]=3[O:15][C:16]3([CH2:21][CH2:20][N:19](C(OCC4C=CC=CC=4)=O)[CH2:18][CH2:17]3)[C:7]=2[CH:6]=[N:5]1)([CH3:3])[CH3:2].[H][H], predict the reaction product. The product is: [CH:1]([N:4]1[C:8]2[C:9]3[CH:10]=[CH:11][CH:12]=[CH:13][C:14]=3[O:15][C:16]3([CH2:21][CH2:20][NH:19][CH2:18][CH2:17]3)[C:7]=2[CH:6]=[N:5]1)([CH3:3])[CH3:2]. (5) Given the reactants Cl.[F:2][C:3]([F:18])([F:17])[C:4]1[CH:5]=[CH:6][C:7]([CH2:10][CH:11]2[CH2:15][CH2:14][CH2:13][CH:12]2[NH2:16])=[N:8][CH:9]=1.CCN(C(C)C)C(C)C.CN(C(ON1N=NC2C=CC=CC1=2)=[N+](C)C)C.[B-](F)(F)(F)F.[CH3:50][C:51]1[CH:52]=[CH:53][C:54]([N:60]2[N:64]=[CH:63][CH:62]=[N:61]2)=[C:55]([CH:59]=1)[C:56](O)=[O:57], predict the reaction product. The product is: [CH3:50][C:51]1[CH:52]=[CH:53][C:54]([N:60]2[N:64]=[CH:63][CH:62]=[N:61]2)=[C:55]([CH:59]=1)[C:56]([NH:16][CH:12]1[CH2:13][CH2:14][CH2:15][CH:11]1[CH2:10][C:7]1[CH:6]=[CH:5][C:4]([C:3]([F:17])([F:2])[F:18])=[CH:9][N:8]=1)=[O:57]. (6) Given the reactants [OH-].[Na+].C[O:4][C:5](=[O:25])[CH2:6][CH2:7][CH2:8][CH2:9][CH2:10][CH2:11][CH2:12][N:13]1[CH:17]=[C:16]([C:18]2[CH:23]=[CH:22][CH:21]=[CH:20][C:19]=2[OH:24])[N:15]=[CH:14]1, predict the reaction product. The product is: [OH:24][C:19]1[CH:20]=[CH:21][CH:22]=[CH:23][C:18]=1[C:16]1[N:15]=[CH:14][N:13]([CH2:12][CH2:11][CH2:10][CH2:9][CH2:8][CH2:7][CH2:6][C:5]([OH:25])=[O:4])[CH:17]=1. (7) The product is: [CH:33]1([C:8]2[CH:9]=[CH:10][C:5]([C:3]([O:42][CH:40]([CH3:41])[CH3:39])=[O:2])=[CH:6][CH:7]=2)[CH2:37][CH2:36][CH2:35][CH2:34]1. Given the reactants C[O:2][C:3]([C:5]1[CH:10]=[CH:9][C:8](B(O)O)=[CH:7][CH:6]=1)=O.Cl.O[C@@H]1CCCC[C@H]1N.C[Si]([N-][Si](C)(C)C)(C)C.[Na+].[CH:33]1(Br)[CH2:37][CH2:36][CH2:35][CH2:34]1.[CH3:39][CH:40]([OH:42])[CH3:41], predict the reaction product.